Predict the reactants needed to synthesize the given product. From a dataset of Full USPTO retrosynthesis dataset with 1.9M reactions from patents (1976-2016). (1) Given the product [C:2]([O:5][C:13]1[CH:14]=[CH:15][C:16]([C:19]#[N:20])=[N:17][CH:18]=1)([CH3:4])([CH3:3])[CH3:1], predict the reactants needed to synthesize it. The reactants are: [CH3:1][C:2]([O-:5])([CH3:4])[CH3:3].[Na+].CN(C=O)C.F[C:13]1[CH:14]=[CH:15][C:16]([C:19]#[N:20])=[N:17][CH:18]=1. (2) Given the product [Cl:19][CH2:2][N:3]1[CH:7]=[C:6]([C:8]([O:10][CH2:11][CH3:12])=[O:9])[C:5]([C:13]([F:16])([F:15])[F:14])=[N:4]1, predict the reactants needed to synthesize it. The reactants are: O[CH2:2][N:3]1[CH:7]=[C:6]([C:8]([O:10][CH2:11][CH3:12])=[O:9])[C:5]([C:13]([F:16])([F:15])[F:14])=[N:4]1.S(Cl)([Cl:19])=O. (3) Given the product [CH3:15][O:14][C:9]1[CH:10]=[CH:11][CH:12]=[CH:13][C:8]=1[CH2:7][NH:6][CH2:4][C:3]1[CH:16]=[CH:17][C:18]([N+:20]([O-:22])=[O:21])=[CH:19][C:2]=1[NH2:1], predict the reactants needed to synthesize it. The reactants are: [NH2:1][C:2]1[CH:19]=[C:18]([N+:20]([O-:22])=[O:21])[CH:17]=[CH:16][C:3]=1[C:4]([NH:6][CH2:7][C:8]1[CH:13]=[CH:12][CH:11]=[CH:10][C:9]=1[O:14][CH3:15])=O.CSC.B.